From a dataset of Reaction yield outcomes from USPTO patents with 853,638 reactions. Predict the reaction yield, written as a fraction of the theoretical maximum amount of product (1.0 means a 100% yield; for example, 0.34 means a 34% yield). (1) The product is [Cl:1][C:2]1[CH:11]=[C:10]([F:25])[C:9]2[C:4](=[CH:5][CH:6]=[C:7]([O:13][CH3:14])[CH:8]=2)[N:3]=1. The yield is 0.400. No catalyst specified. The reactants are [Cl:1][C:2]1[CH:11]=[C:10](N)[C:9]2[C:4](=[CH:5][CH:6]=[C:7]([O:13][CH3:14])[CH:8]=2)[N:3]=1.N([O-])=O.[Na+].C1C=CN=CC=1.[FH:25]. (2) The reactants are Br[C:2]1[CH:27]=[CH:26][C:5]([CH2:6][CH2:7][N:8]([CH3:25])[C:9]([NH:11][C:12]2[CH:17]=[CH:16][C:15]([S:18]([CH2:21][CH3:22])(=[O:20])=[O:19])=[C:14]([C:23]#[N:24])[CH:13]=2)=[O:10])=[CH:4][CH:3]=1.[C:28]([C:31]1[CH:32]=[C:33]([NH:37][CH:38](C2C=CC(CCNC)=CC=2)[C:39]([OH:41])=[O:40])[CH:34]=[CH:35][CH:36]=1)(=[O:30])[NH2:29].[CH2:52]([O:59][C:60](NCC1C=C(N(C2C=CC=CC=2)C(=O)O)C=CC=1S(CC)(=O)=O)=[O:61])[C:53]1[CH:58]=[CH:57][CH:56]=[CH:55][CH:54]=1. No catalyst specified. The product is [CH2:52]([O:59][C:60]([NH:24][CH2:23][C:14]1[CH:13]=[C:12]([NH:11][C:9](=[O:10])[N:8]([CH2:7][CH2:6][C:5]2[CH:26]=[CH:27][C:2]([CH:38]([NH:37][C:33]3[CH:34]=[CH:35][CH:36]=[C:31]([C:28](=[O:30])[NH2:29])[CH:32]=3)[C:39]([OH:41])=[O:40])=[CH:3][CH:4]=2)[CH3:25])[CH:17]=[CH:16][C:15]=1[S:18]([CH2:21][CH3:22])(=[O:20])=[O:19])=[O:61])[C:53]1[CH:58]=[CH:57][CH:56]=[CH:55][CH:54]=1. The yield is 0.490. (3) The reactants are [CH3:1][O:2][C:3]1[CH:47]=[CH:46][C:6]([CH2:7][N:8]([CH2:37][C:38]2[CH:43]=[CH:42][C:41]([O:44][CH3:45])=[CH:40][CH:39]=2)[C:9]2[N:14]=[C:13]([CH3:15])[N:12]=[C:11]([C:16]3[CH:17]=[C:18]([CH2:23][N:24]4[CH2:29][CH2:28][N:27]([C:30]([O:32][C:33]([CH3:36])([CH3:35])[CH3:34])=[O:31])[CH2:26][CH2:25]4)[CH:19]=[N:20][C:21]=3F)[N:10]=2)=[CH:5][CH:4]=1.[CH3:48][O:49][C:50]1[N:55]=[CH:54][C:53]([NH2:56])=[CH:52][N:51]=1.O1CCCC1.C[Si]([N-][Si](C)(C)C)(C)C.[Li+]. No catalyst specified. The product is [CH3:1][O:2][C:3]1[CH:47]=[CH:46][C:6]([CH2:7][N:8]([CH2:37][C:38]2[CH:43]=[CH:42][C:41]([O:44][CH3:45])=[CH:40][CH:39]=2)[C:9]2[N:14]=[C:13]([CH3:15])[N:12]=[C:11]([C:16]3[CH:17]=[C:18]([CH2:23][N:24]4[CH2:29][CH2:28][N:27]([C:30]([O:32][C:33]([CH3:36])([CH3:35])[CH3:34])=[O:31])[CH2:26][CH2:25]4)[CH:19]=[N:20][C:21]=3[NH:56][C:53]3[CH:52]=[N:51][C:50]([O:49][CH3:48])=[N:55][CH:54]=3)[N:10]=2)=[CH:5][CH:4]=1. The yield is 0.720. (4) The reactants are Cl[CH2:2][C:3]1[CH:18]=[CH:17][C:6]([O:7][C:8]2[S:9][C:10]3[CH:16]=[CH:15][CH:14]=[CH:13][C:11]=3[N:12]=2)=[CH:5][CH:4]=1.[C:19]([O:23][C:24]([N:26]1[CH2:31][C@@H:30]2[CH2:32][C@H:27]1[CH2:28][NH:29]2)=[O:25])([CH3:22])([CH3:21])[CH3:20].C(N(CC)CC)C. The catalyst is CC#N. The product is [C:19]([O:23][C:24]([N:26]1[CH2:31][C@@H:30]2[CH2:32][C@H:27]1[CH2:28][N:29]2[CH2:2][C:3]1[CH:18]=[CH:17][C:6]([O:7][C:8]2[S:9][C:10]3[CH:16]=[CH:15][CH:14]=[CH:13][C:11]=3[N:12]=2)=[CH:5][CH:4]=1)=[O:25])([CH3:22])([CH3:20])[CH3:21]. The yield is 0.710. (5) The reactants are Br[C:2]1[CH:3]=[CH:4][C:5]([F:30])=[C:6]([C@:8]23[CH2:16][O:15][C@H:14]([C:17]([F:20])([F:19])[CH3:18])[C@H:13]2[CH2:12][S:11][C:10]([NH:21][C:22](=[O:29])[C:23]2[CH:28]=[CH:27][CH:26]=[CH:25][CH:24]=2)=[N:9]3)[CH:7]=1.C[NH:32][C@@H]1CCCC[C@H]1NC.[N-]=[N+]=[N-].[Na+].O=C1O[C@H]([C@H](CO)O)C([O-])=C1O.[Na+]. The catalyst is C(O)C.C1COCC1.[Pd].O. The product is [NH2:32][C:2]1[CH:3]=[CH:4][C:5]([F:30])=[C:6]([C@:8]23[CH2:16][O:15][C@H:14]([C:17]([F:20])([F:19])[CH3:18])[C@H:13]2[CH2:12][S:11][C:10]([NH:21][C:22](=[O:29])[C:23]2[CH:28]=[CH:27][CH:26]=[CH:25][CH:24]=2)=[N:9]3)[CH:7]=1. The yield is 0.670. (6) The reactants are [CH:1]1([NH:4][C:5](=[O:23])[C:6]2[CH:11]=[CH:10][C:9]([CH3:12])=[C:8]([NH:13][C:14](=[O:22])[C:15]3[CH:20]=[CH:19][C:18]([OH:21])=[CH:17][CH:16]=3)[CH:7]=2)[CH2:3][CH2:2]1.[O:24]1[CH2:28][CH2:27][O:26][CH:25]1[CH2:29][O:30][C:31]1[CH:32]=[CH:33][C:34]([CH2:37]O)=[N:35][CH:36]=1.C1(P(C2C=CC=CC=2)C2C=CC=CC=2)C=CC=CC=1.N(C(OC(C)(C)C)=O)=NC(OC(C)(C)C)=O. The catalyst is C1COCC1. The product is [CH:1]1([NH:4][C:5](=[O:23])[C:6]2[CH:11]=[CH:10][C:9]([CH3:12])=[C:8]([NH:13][C:14](=[O:22])[C:15]3[CH:16]=[CH:17][C:18]([O:21][CH2:37][C:34]4[CH:33]=[CH:32][C:31]([O:30][CH2:29][CH:25]5[O:26][CH2:27][CH2:28][O:24]5)=[CH:36][N:35]=4)=[CH:19][CH:20]=3)[CH:7]=2)[CH2:2][CH2:3]1. The yield is 0.760.